Dataset: Forward reaction prediction with 1.9M reactions from USPTO patents (1976-2016). Task: Predict the product of the given reaction. (1) The product is: [OH:1][C@H:2]1[C@H:7]([CH2:8][OH:9])[CH2:6][CH2:5][N:4]([C:10]([O:12][C:13]([CH3:16])([CH3:15])[CH3:14])=[O:11])[CH2:3]1. Given the reactants [OH:1][C@H:2]1[C@H:7]([CH2:8][OH:9])[CH2:6][CH2:5][NH:4][CH2:3]1.[C:10](O[C:10]([O:12][C:13]([CH3:16])([CH3:15])[CH3:14])=[O:11])([O:12][C:13]([CH3:16])([CH3:15])[CH3:14])=[O:11], predict the reaction product. (2) Given the reactants C([O:3][C:4](=[O:40])[CH2:5][O:6][C:7]1[CH:12]=[CH:11][C:10]([S:13]([N:16]2[CH2:25][C:24]([CH3:27])([CH3:26])[C:23]3[C:18](=[CH:19][C:20]([C:28]4[CH:33]=[CH:32][C:31]([C:34]([F:37])([F:36])[F:35])=[CH:30][CH:29]=4)=[CH:21][CH:22]=3)[CH:17]2[CH3:38])(=[O:15])=[O:14])=[CH:9][C:8]=1[CH3:39])C.[OH-].[Na+], predict the reaction product. The product is: [CH3:39][C:8]1[CH:9]=[C:10]([S:13]([N:16]2[CH2:25][C:24]([CH3:27])([CH3:26])[C:23]3[C:18](=[CH:19][C:20]([C:28]4[CH:29]=[CH:30][C:31]([C:34]([F:36])([F:37])[F:35])=[CH:32][CH:33]=4)=[CH:21][CH:22]=3)[CH:17]2[CH3:38])(=[O:14])=[O:15])[CH:11]=[CH:12][C:7]=1[O:6][CH2:5][C:4]([OH:40])=[O:3]. (3) Given the reactants Cl[C:2]1[N:3]=[C:4]([O:11][C:12]2[CH:17]=[CH:16][CH:15]=[C:14]([N+:18]([O-:20])=[O:19])[CH:13]=2)[C:5]2[S:10][CH:9]=[CH:8][C:6]=2[N:7]=1.[CH3:21][N:22]1[CH2:27][CH2:26][N:25]([C:28]2[CH:33]=[CH:32][C:31]([NH2:34])=[CH:30][CH:29]=2)[CH2:24][CH2:23]1.FC(F)(F)C(O)=O, predict the reaction product. The product is: [CH3:21][N:22]1[CH2:23][CH2:24][N:25]([C:28]2[CH:33]=[CH:32][C:31]([NH:34][C:2]3[N:3]=[C:4]([O:11][C:12]4[CH:17]=[CH:16][CH:15]=[C:14]([N+:18]([O-:20])=[O:19])[CH:13]=4)[C:5]4[S:10][CH:9]=[CH:8][C:6]=4[N:7]=3)=[CH:30][CH:29]=2)[CH2:26][CH2:27]1. (4) Given the reactants [CH3:1][C@@H:2]1[CH2:7][CH2:6][CH2:5][CH2:4][C@@H:3]1[N:8]1[C:12]2=[C:13]3[CH:19]=[CH:18][NH:17][C:14]3=[N:15][CH:16]=[C:11]2[N:10]([CH2:20][C:21]2[CH:26]=[CH:25][CH:24]=[C:23]([N+:27]([O-])=O)[CH:22]=2)[C:9]1=[O:30].C(O)C.[Cl-].[NH4+], predict the reaction product. The product is: [NH2:27][C:23]1[CH:22]=[C:21]([CH:26]=[CH:25][CH:24]=1)[CH2:20][N:10]1[C:11]2[C:12](=[C:13]3[CH:19]=[CH:18][NH:17][C:14]3=[N:15][CH:16]=2)[N:8]([C@H:3]2[CH2:4][CH2:5][CH2:6][CH2:7][C@H:2]2[CH3:1])[C:9]1=[O:30]. (5) Given the reactants F[C:2]1[C:7]([C:8]2[CH:13]=[CH:12][N:11]=[C:10]([C:14]([F:17])([F:16])[F:15])[CH:9]=2)=[CH:6][CH:5]=[CH:4][N:3]=1.[N:18]1[CH:23]=[CH:22][CH:21]=[CH:20][C:19]=1[NH:24][C:25]1[CH:30]=[CH:29][C:28]([OH:31])=[CH:27][CH:26]=1.C(=O)([O-])[O-].[Cs+].[Cs+], predict the reaction product. The product is: [F:15][C:14]([F:17])([F:16])[C:10]1[CH:9]=[C:8]([C:7]2[C:2]([O:31][C:28]3[CH:27]=[CH:26][C:25]([NH:24][C:19]4[CH:20]=[CH:21][CH:22]=[CH:23][N:18]=4)=[CH:30][CH:29]=3)=[N:3][CH:4]=[CH:5][CH:6]=2)[CH:13]=[CH:12][N:11]=1. (6) Given the reactants [C:1]([C:3]1[C:4]([C:9]2[CH:14]=[CH:13][CH:12]=[CH:11][CH:10]=2)=[N:5][O:6][C:7]=1[CH3:8])#[CH:2].[CH2:15]([O:17][C:18]([C:20]1[N:21]=[C:22]([CH3:26])[S:23][C:24]=1I)=[O:19])[CH3:16], predict the reaction product. The product is: [CH2:15]([O:17][C:18]([C:20]1[N:21]=[C:22]([CH3:26])[S:23][C:24]=1[C:2]#[C:1][C:3]1[C:4]([C:9]2[CH:14]=[CH:13][CH:12]=[CH:11][CH:10]=2)=[N:5][O:6][C:7]=1[CH3:8])=[O:19])[CH3:16]. (7) Given the reactants [NH:1]1[C:5]2[CH:6]=[CH:7][C:8]([C:10]([OH:12])=O)=[CH:9][C:4]=2[N:3]=[CH:2]1.[CH3:13][O:14][C:15]([C:17]1[C:22]2[C@@H:23]3[C@H:28]([CH2:29][CH2:30][C:21]=2[CH:20]=[CH:19][CH:18]=1)[NH:27][CH2:26][CH2:25][CH2:24]3)=[O:16], predict the reaction product. The product is: [CH3:13][O:14][C:15]([C:17]1[C:22]2[C@@H:23]3[C@H:28]([CH2:29][CH2:30][C:21]=2[CH:20]=[CH:19][CH:18]=1)[N:27]([C:10]([C:8]1[CH:7]=[CH:6][C:5]2[NH:1][CH:2]=[N:3][C:4]=2[CH:9]=1)=[O:12])[CH2:26][CH2:25][CH2:24]3)=[O:16].